From a dataset of Catalyst prediction with 721,799 reactions and 888 catalyst types from USPTO. Predict which catalyst facilitates the given reaction. (1) Reactant: Br[CH2:2][C:3]1[CH:8]=[CH:7][CH:6]=[C:5]([CH2:9][CH3:10])[CH:4]=1.[B:11]1([B:11]2[O:15][C:14]([CH3:17])([CH3:16])[C:13]([CH3:19])([CH3:18])[O:12]2)[O:15][C:14]([CH3:17])([CH3:16])[C:13]([CH3:19])([CH3:18])[O:12]1.C(=O)([O-])[O-].[K+].[K+]. Product: [CH2:9]([C:5]1[CH:4]=[C:3]([CH:8]=[CH:7][CH:6]=1)[CH2:2][B:11]1[O:15][C:14]([CH3:17])([CH3:16])[C:13]([CH3:19])([CH3:18])[O:12]1)[CH3:10]. The catalyst class is: 755. (2) Reactant: [CH2:1]([O:8][C:9]([NH:11][C@@H:12]([CH:17]1[CH2:22][CH2:21][C:20]([F:24])([F:23])[CH2:19][CH2:18]1)[C:13]([O:15]C)=[O:14])=[O:10])[C:2]1[CH:7]=[CH:6][CH:5]=[CH:4][CH:3]=1.O.[OH-].[Li+].Cl. Product: [CH2:1]([O:8][C:9]([NH:11][C@@H:12]([CH:17]1[CH2:18][CH2:19][C:20]([F:23])([F:24])[CH2:21][CH2:22]1)[C:13]([OH:15])=[O:14])=[O:10])[C:2]1[CH:3]=[CH:4][CH:5]=[CH:6][CH:7]=1. The catalyst class is: 30.